From a dataset of Peptide-MHC class II binding affinity with 134,281 pairs from IEDB. Regression. Given a peptide amino acid sequence and an MHC pseudo amino acid sequence, predict their binding affinity value. This is MHC class II binding data. (1) The MHC is HLA-DPA10103-DPB10201 with pseudo-sequence HLA-DPA10103-DPB10201. The binding affinity (normalized) is 0.194. The peptide sequence is GDTMAEVELREHGSD. (2) The peptide sequence is GELQIVDGIDAAFKI. The MHC is DRB1_1302 with pseudo-sequence DRB1_1302. The binding affinity (normalized) is 0.576. (3) The peptide sequence is GKIASCLNDNANGYF. The MHC is DRB1_1501 with pseudo-sequence DRB1_1501. The binding affinity (normalized) is 0.597. (4) The peptide sequence is KASFEEGKCGLNSVD. The MHC is DRB3_0101 with pseudo-sequence DRB3_0101. The binding affinity (normalized) is 0. (5) The peptide sequence is KYTVIITVHTGDQHQ. The MHC is DRB1_1101 with pseudo-sequence DRB1_1101. The binding affinity (normalized) is 0.663.